The task is: Predict the reaction yield, written as a fraction of the theoretical maximum amount of product (1.0 means a 100% yield; for example, 0.34 means a 34% yield).. This data is from Reaction yield outcomes from USPTO patents with 853,638 reactions. (1) No catalyst specified. The reactants are [N:1]1([C:7]2[CH:12]=[CH:11][C:10]([NH2:13])=[CH:9][CH:8]=2)[CH2:6][CH2:5][O:4][CH2:3][CH2:2]1.[C:14]([O:18][C:19]([N:21]1[CH2:26][CH2:25][N:24]([C:27]2[CH:28]=[C:29]([O:40][CH3:41])[CH:30]=[C:31]3[C:36]=2[O:35][CH:34]([C:37](O)=[O:38])[CH2:33][CH2:32]3)[CH2:23][CH2:22]1)=[O:20])([CH3:17])([CH3:16])[CH3:15].C1CN([P+](ON2N=NC3C=CC=NC2=3)(N2CCCC2)N2CCCC2)CC1.F[P-](F)(F)(F)(F)F.CN(C(ON1N=NC2C=CC=CC1=2)=[N+](C)C)C.[B-](F)(F)(F)F. The product is [C:14]([O:18][C:19]([N:21]1[CH2:26][CH2:25][N:24]([C:27]2[CH:28]=[C:29]([O:40][CH3:41])[CH:30]=[C:31]3[C:36]=2[O:35][CH:34]([C:37](=[O:38])[NH:13][C:10]2[CH:9]=[CH:8][C:7]([N:1]4[CH2:2][CH2:3][O:4][CH2:5][CH2:6]4)=[CH:12][CH:11]=2)[CH2:33][CH2:32]3)[CH2:23][CH2:22]1)=[O:20])([CH3:17])([CH3:16])[CH3:15]. The yield is 0.670. (2) The reactants are [NH2:1][C@H:2]([C:6]([S:9][CH2:10][CH2:11][CH2:12][OH:13])([CH3:8])[CH3:7])[C:3]([OH:5])=[O:4].[CH2:14](N(CC)CC)[CH3:15].C(O[C:26]1[CH:31]=CC=[CH:28][C:27]=1[S:32](Cl)(=[O:34])=[O:33])#CCC.Cl.O1[CH2:42][CH2:41][O:40][CH2:39][CH2:38]1.O. No catalyst specified. The product is [CH2:39]([O:40][C:41]1[CH:42]=[CH:28][C:27]([S:32]([NH:1][C@H:2]([C:6]([S:9][CH2:10][CH2:11][CH2:12][OH:13])([CH3:8])[CH3:7])[C:3]([OH:5])=[O:4])(=[O:34])=[O:33])=[CH:26][CH:31]=1)[C:38]#[C:14][CH3:15]. The yield is 0.830. (3) The reactants are [CH3:1][O:2][C:3]1[CH:4]=[C:5]([NH:9][CH:10]([C:14]2[CH:19]=[CH:18][CH:17]=[CH:16][CH:15]=2)[C:11]([OH:13])=[O:12])[CH:6]=[CH:7][CH:8]=1.C1C=CC2N(O)N=NC=2C=1.C1CCC(N=C=NC2CCCCC2)CC1.[N:45]12[CH2:52][CH2:51][CH:48]([CH2:49][CH2:50]1)[C@@H:47](O)[CH2:46]2. The catalyst is C1COCC1. The product is [N:45]12[CH2:52][CH2:51][CH:48]([CH2:49][CH2:50]1)[C@@H:47]([O:12][C:11](=[O:13])[CH:10]([NH:9][C:5]1[CH:6]=[CH:7][CH:8]=[C:3]([O:2][CH3:1])[CH:4]=1)[C:14]1[CH:19]=[CH:18][CH:17]=[CH:16][CH:15]=1)[CH2:46]2. The yield is 0.520.